From a dataset of Peptide-MHC class I binding affinity with 185,985 pairs from IEDB/IMGT. Regression. Given a peptide amino acid sequence and an MHC pseudo amino acid sequence, predict their binding affinity value. This is MHC class I binding data. (1) The peptide sequence is GLYNRHRGR. The MHC is HLA-B15:17 with pseudo-sequence HLA-B15:17. The binding affinity (normalized) is 0.0847. (2) The peptide sequence is ALASCMGLIY. The MHC is HLA-A24:02 with pseudo-sequence HLA-A24:02. The binding affinity (normalized) is 0. (3) The peptide sequence is SMYSTAATI. The MHC is HLA-A02:02 with pseudo-sequence HLA-A02:02. The binding affinity (normalized) is 0.233. (4) The peptide sequence is LMPLARFWL. The MHC is HLA-A01:01 with pseudo-sequence HLA-A01:01. The binding affinity (normalized) is 0.0847. (5) The peptide sequence is IEVALRTLLL. The MHC is HLA-B44:02 with pseudo-sequence HLA-B44:02. The binding affinity (normalized) is 0.155. (6) The peptide sequence is FPYIMGSVEL. The MHC is HLA-B07:02 with pseudo-sequence HLA-B07:02. The binding affinity (normalized) is 0.493. (7) The peptide sequence is QKCGELLEFH. The MHC is HLA-A31:01 with pseudo-sequence HLA-A31:01. The binding affinity (normalized) is 0.137. (8) The peptide sequence is IGKEAIVIW. The MHC is Mamu-B17 with pseudo-sequence Mamu-B17. The binding affinity (normalized) is 0.